Dataset: Full USPTO retrosynthesis dataset with 1.9M reactions from patents (1976-2016). Task: Predict the reactants needed to synthesize the given product. (1) The reactants are: [CH2:1](Br)[C:2]1[CH:7]=[CH:6][CH:5]=[CH:4][CH:3]=1.[I:9][C:10]1[C:15]([OH:16])=[CH:14][CH:13]=[CH:12][C:11]=1O.[C:18](=[O:21])([O-])[O-].[Cs+].[Cs+]. Given the product [CH2:1]([O:16][C:15]1[CH:14]=[CH:13][CH:12]=[C:11]([O:21][CH2:18][C:2]2[CH:7]=[CH:6][CH:5]=[CH:4][CH:3]=2)[C:10]=1[I:9])[C:2]1[CH:7]=[CH:6][CH:5]=[CH:4][CH:3]=1, predict the reactants needed to synthesize it. (2) Given the product [CH2:11]([CH:13]([C:19](=[CH2:24])[CH2:20][CH:21]([CH3:23])[CH3:22])[CH2:14][OH:15])[CH3:12], predict the reactants needed to synthesize it. The reactants are: CC(C(=C)CC(C)C)CO.[CH2:11]([CH:13]([C:19](=[CH2:24])[CH2:20][CH:21]([CH3:23])[CH3:22])[C:14](OCC)=[O:15])[CH3:12].[H-].[H-].[H-].[H-].[Li+].[Al+3].